Predict the reactants needed to synthesize the given product. From a dataset of Full USPTO retrosynthesis dataset with 1.9M reactions from patents (1976-2016). (1) Given the product [CH3:1][CH:2]1[N:7]([CH2:8][C:9]2[N:13]([C:14]3[CH:19]=[CH:18][CH:17]=[C:16]([C:20]([F:23])([F:22])[F:21])[CH:15]=3)[N:12]=[N:11][N:10]=2)[CH2:6][CH2:5][N:4]([CH:26]([CH3:28])[CH3:27])[C:3]1=[O:24], predict the reactants needed to synthesize it. The reactants are: [CH3:1][CH:2]1[N:7]([CH2:8][C:9]2[N:13]([C:14]3[CH:19]=[CH:18][CH:17]=[C:16]([C:20]([F:23])([F:22])[F:21])[CH:15]=3)[N:12]=[N:11][N:10]=2)[CH2:6][CH2:5][NH:4][C:3]1=[O:24].I[CH:26]([CH3:28])[CH3:27].[H-].[Na+]. (2) Given the product [C:35]([C@@H:28]([C:29]1[CH:30]=[CH:31][CH:32]=[CH:33][CH:34]=1)[N:16]([C@H:17]1[C:25]2[C:20](=[C:21]([F:27])[CH:22]=[C:23]([F:26])[CH:24]=2)[CH2:19][CH2:18]1)[C:14](=[O:15])[C:13]1[CH:38]=[CH:39][C:10]([C:9]([OH:40])=[O:8])=[CH:11][CH:12]=1)(=[O:37])[NH2:36], predict the reactants needed to synthesize it. The reactants are: C([O:8][C:9](=[O:40])[C:10]1[CH:39]=[CH:38][C:13]([C:14]([N:16]([C@@H:28]([C:35](=[O:37])[NH2:36])[C:29]2[CH:34]=[CH:33][CH:32]=[CH:31][CH:30]=2)[C@H:17]2[C:25]3[C:20](=[C:21]([F:27])[CH:22]=[C:23]([F:26])[CH:24]=3)[CH2:19][CH2:18]2)=[O:15])=[CH:12][CH:11]=1)C1C=CC=CC=1. (3) Given the product [Br:1][C:2]1[CH:3]=[C:4]2[C:9](=[CH:10][CH:11]=1)[N:8]=[CH:7][C:6]([C:12]1[CH:13]=[N:14][N:15]([CH2:17][CH2:18][OH:19])[CH:16]=1)=[C:5]2[O:22][CH3:21], predict the reactants needed to synthesize it. The reactants are: [Br:1][C:2]1[CH:3]=[C:4]2[C:9](=[CH:10][CH:11]=1)[N:8]=[CH:7][C:6]([C:12]1[CH:13]=[N:14][N:15]([CH2:17][CH2:18][OH:19])[CH:16]=1)=[C:5]2Cl.[CH3:21][O-:22].[Na+]. (4) Given the product [F:1][C:2]([F:12])([F:13])[O:3][C:4]1[CH:11]=[CH:10][C:7]([CH:8]([OH:9])[CH3:14])=[CH:6][CH:5]=1, predict the reactants needed to synthesize it. The reactants are: [F:1][C:2]([F:13])([F:12])[O:3][C:4]1[CH:11]=[CH:10][C:7]([CH:8]=[O:9])=[CH:6][CH:5]=1.[CH3:14][Mg]Br.[NH4+].[Cl-]. (5) Given the product [F:12][C:9]([F:10])([F:11])[C:7]1[CH:6]=[C:5]([C@H:13]([O:15][C@@H:16]2[C@@H:21]([C:22]3[CH:23]=[CH:24][C:25]([F:28])=[CH:26][CH:27]=3)[C@H:20]([CH2:29][N:30]3[CH2:35][CH2:34][N:33]([CH:39]4[CH2:44][CH2:43][CH2:42][CH2:41][CH2:40]4)[CH2:32][C:31]3=[O:36])[CH2:19][CH2:18][O:17]2)[CH3:14])[CH:4]=[C:3]([C:2]([F:1])([F:37])[F:38])[CH:8]=1, predict the reactants needed to synthesize it. The reactants are: [F:1][C:2]([F:38])([F:37])[C:3]1[CH:4]=[C:5]([C@H:13]([O:15][C@@H:16]2[C@@H:21]([C:22]3[CH:27]=[CH:26][C:25]([F:28])=[CH:24][CH:23]=3)[C@H:20]([CH2:29][N:30]3[CH2:35][CH2:34][NH:33][CH2:32][C:31]3=[O:36])[CH2:19][CH2:18][O:17]2)[CH3:14])[CH:6]=[C:7]([C:9]([F:12])([F:11])[F:10])[CH:8]=1.[C:39]1(=O)[CH2:44][CH2:43][CH2:42][CH2:41][CH2:40]1.